This data is from Catalyst prediction with 721,799 reactions and 888 catalyst types from USPTO. The task is: Predict which catalyst facilitates the given reaction. (1) Reactant: [CH2:1]([C:3]1[N:4]([CH2:23][C:24]([OH:27])([CH3:26])[CH3:25])[C:5]2[C:14]3[CH:13]=[CH:12][C:11]([CH:15]=[CH:16][C:17]([N:19]([CH3:21])[CH3:20])=[O:18])=[CH:10][C:9]=3[N:8]=[CH:7][C:6]=2[N:22]=1)[CH3:2]. Product: [CH2:1]([C:3]1[N:4]([CH2:23][C:24]([OH:27])([CH3:26])[CH3:25])[C:5]2[C:14]3[CH:13]=[CH:12][C:11]([CH2:15][CH2:16][C:17]([N:19]([CH3:21])[CH3:20])=[O:18])=[CH:10][C:9]=3[N:8]=[CH:7][C:6]=2[N:22]=1)[CH3:2]. The catalyst class is: 43. (2) Reactant: [F:1][C:2]([F:15])([F:14])[O:3][C:4]1[CH:9]=[CH:8][C:7]([OH:10])=[C:6]([N+:11]([O-])=O)[CH:5]=1.[H][H]. Product: [NH2:11][C:6]1[CH:5]=[C:4]([O:3][C:2]([F:1])([F:14])[F:15])[CH:9]=[CH:8][C:7]=1[OH:10]. The catalyst class is: 153. (3) Reactant: [C:1]([O:5][C:6]([N:8]1[C@@H:12]([CH2:13][C@@H:14]([OH:16])[CH3:15])[CH2:11][O:10]C1(C)C)=[O:7])([CH3:4])([CH3:3])[CH3:2].[H-].[Na+].[CH2:21](I)[CH3:22].O.C1(C)C=CC(S(O)(=O)=[O:32])=CC=1. Product: [C:1]([O:5][C:6]([NH:8][C@@H:12]([CH2:13][C@@H:14]([O:16][CH2:21][CH3:22])[CH3:15])[C:11]([OH:10])=[O:32])=[O:7])([CH3:2])([CH3:3])[CH3:4]. The catalyst class is: 83. (4) Reactant: [CH3:1][O:2][CH2:3][O:4][C:5]1[C:6]([CH:16]([OH:18])[CH3:17])=[CH:7][C:8]([CH2:11][C:12]([CH3:15])([CH3:14])[CH3:13])=[N:9][CH:10]=1.C(=O)(O)[O-].[Na+].CC(OI1(OC(C)=O)(OC(C)=O)OC(=O)C2C=CC=CC1=2)=O. Product: [CH3:1][O:2][CH2:3][O:4][C:5]1[C:6]([C:16](=[O:18])[CH3:17])=[CH:7][C:8]([CH2:11][C:12]([CH3:13])([CH3:15])[CH3:14])=[N:9][CH:10]=1. The catalyst class is: 22.